This data is from Full USPTO retrosynthesis dataset with 1.9M reactions from patents (1976-2016). The task is: Predict the reactants needed to synthesize the given product. (1) Given the product [CH2:1]([O:8][C:9]1[CH:10]=[CH:11][C:12]([C@H:15]2[CH2:16][CH2:17][N:18]([C:22]([O:24][C:25]([CH3:27])([CH3:26])[CH3:28])=[O:23])[CH2:19][C@H:20]2[F:21])=[CH:13][CH:14]=1)[C:2]1[CH:3]=[CH:4][CH:5]=[CH:6][CH:7]=1, predict the reactants needed to synthesize it. The reactants are: [CH2:1]([O:8][C:9]1[CH:14]=[CH:13][C:12]([C:15]2[CH:20]([F:21])[CH2:19][N:18]([C:22]([O:24][C:25]([CH3:28])([CH3:27])[CH3:26])=[O:23])[CH2:17][CH:16]=2)=[CH:11][CH:10]=1)[C:2]1[CH:7]=[CH:6][CH:5]=[CH:4][CH:3]=1. (2) Given the product [O:4]=[C:5]1[CH:14]=[N:13][C:12]2[C:7](=[CH:8][CH:9]=[CH:10][CH:11]=2)[N:6]1[CH2:15][CH2:16][CH2:17][C:18]1([C:32]([OH:34])=[O:33])[CH2:23][CH2:22][N:21]([CH2:24][CH2:25][S:26][C:27]2[S:28][CH:29]=[CH:30][CH:31]=2)[CH2:20][CH2:19]1, predict the reactants needed to synthesize it. The reactants are: C(O)C.[O:4]=[C:5]1[CH:14]=[N:13][C:12]2[C:7](=[CH:8][CH:9]=[CH:10][CH:11]=2)[N:6]1[CH2:15][CH2:16][CH2:17][C:18]1([C:32]([O:34]CC)=[O:33])[CH2:23][CH2:22][N:21]([CH2:24][CH2:25][S:26][C:27]2[S:28][CH:29]=[CH:30][CH:31]=2)[CH2:20][CH2:19]1.[OH-].[Na+]. (3) Given the product [C:39]([C:7]1[CH:16]=[C:15]2[C:10]([C:11](=[O:17])[CH2:12][CH2:13][O:14]2)=[CH:9][CH:8]=1)#[N:40], predict the reactants needed to synthesize it. The reactants are: FC(F)(F)S(O[C:7]1[CH:16]=[C:15]2[C:10]([C:11](=[O:17])[CH2:12][CH2:13][O:14]2)=[CH:9][CH:8]=1)(=O)=O.C1C=CC(P(C2C=CC=CC=2)C2C=CC=CC=2)=CC=1.[C-:39]#[N:40].[K+]. (4) Given the product [Cl:1][C:2]1[N:3]=[CH:4][C:5]([C:6](=[O:7])[CH3:19])=[C:12]([O:14][CH:15]2[CH2:16][O:17][CH2:18]2)[CH:13]=1, predict the reactants needed to synthesize it. The reactants are: [Cl:1][C:2]1[CH:13]=[C:12]([O:14][CH:15]2[CH2:18][O:17][CH2:16]2)[C:5]([C:6](N(OC)C)=[O:7])=[CH:4][N:3]=1.[CH3:19][Mg]Br.CCOCC. (5) Given the product [Cl:1][C:2]1[CH:36]=[CH:35][C:5]([CH2:6][N:7]2[C:15]3[C:10](=[N:11][C:41]([C:40]([OH:37])=[O:42])=[N:13][C:14]=3[NH:16][C@@H:17]([CH:19]3[CH2:22][CH2:21][CH2:20]3)[CH3:18])[N:9]=[C:8]2[C:25]2[CH:30]=[C:29]([CH3:31])[CH:28]=[CH:27][C:26]=2[O:32][CH2:33][CH3:34])=[CH:4][CH:3]=1, predict the reactants needed to synthesize it. The reactants are: [Cl:1][C:2]1[CH:36]=[CH:35][C:5]([CH2:6][N:7]2[C:15]3[C:10](=[N:11]C(C#N)=[N:13][C:14]=3[NH:16][C@@H:17]([CH:19]3[CH2:22][CH2:21][CH2:20]3)[CH3:18])[N:9]=[C:8]2[C:25]2[CH:30]=[C:29]([CH3:31])[CH:28]=[CH:27][C:26]=2[O:32][CH2:33][CH3:34])=[CH:4][CH:3]=1.[OH-:37].[Na+].Cl.[CH2:40]([OH:42])[CH3:41]. (6) The reactants are: [NH2:1][C:2]1[CH:7]=[CH:6][C:5]([C:8]2([C:14]#[N:15])[CH2:13][CH2:12][O:11][CH2:10][CH2:9]2)=[CH:4][C:3]=1[Br:16].C[Si]([N:21]=[N+:22]=[N-:23])(C)C.[F-].C([N+](CCCC)(CCCC)CCCC)CCC. Given the product [Br:16][C:3]1[CH:4]=[C:5]([C:8]2([C:14]3[N:21]=[N:22][NH:23][N:15]=3)[CH2:9][CH2:10][O:11][CH2:12][CH2:13]2)[CH:6]=[CH:7][C:2]=1[NH2:1], predict the reactants needed to synthesize it.